From a dataset of Forward reaction prediction with 1.9M reactions from USPTO patents (1976-2016). Predict the product of the given reaction. (1) Given the reactants Cl.[CH3:2][O:3][C:4](=[O:16])[C@H:5]([CH2:7][C:8]1[CH:13]=[CH:12][C:11]([F:14])=[C:10]([Br:15])[CH:9]=1)[NH2:6].[N:17]1[S:21][N:20]=[C:19]2[C:22]([S:26]([NH:29][C:30]3[CH:38]=[C:37]([Cl:39])[CH:36]=[CH:35][C:31]=3[C:32](O)=[O:33])(=[O:28])=[O:27])=[CH:23][CH:24]=[CH:25][C:18]=12, predict the reaction product. The product is: [CH3:2][O:3][C:4](=[O:16])[C@@H:5]([NH:6][C:32](=[O:33])[C:31]1[CH:35]=[CH:36][C:37]([Cl:39])=[CH:38][C:30]=1[NH:29][S:26]([C:22]1[C:19]2=[N:20][S:21][N:17]=[C:18]2[CH:25]=[CH:24][CH:23]=1)(=[O:28])=[O:27])[CH2:7][C:8]1[CH:13]=[CH:12][C:11]([F:14])=[C:10]([Br:15])[CH:9]=1. (2) Given the reactants [CH3:1][O:2][C:3]1[CH:8]=[CH:7][C:6](/[CH:9]=[CH:10]/[C:11]([OH:13])=[O:12])=[CH:5][CH:4]=1.S(Cl)(Cl)=O.[CH3:18]O, predict the reaction product. The product is: [CH3:1][O:2][C:3]1[CH:4]=[CH:5][C:6](/[CH:9]=[CH:10]/[C:11]([O:13][CH3:18])=[O:12])=[CH:7][CH:8]=1. (3) Given the reactants I[CH:2]([CH3:4])[CH3:3].[Cl:5][C:6]1[CH:30]=[CH:29][C:28]([O:31][CH2:32][C@H:33]2[CH2:38][CH2:37][CH2:36][NH:35][CH2:34]2)=[CH:27][C:7]=1[C:8]([NH:10][C:11](=[O:26])[NH:12][C:13]1[S:14][C:15]2[CH:21]=[C:20]([S:22]([CH3:25])(=[O:24])=[O:23])[CH:19]=[CH:18][C:16]=2[N:17]=1)=[O:9].C(=O)([O-])[O-].[K+].[K+], predict the reaction product. The product is: [Cl:5][C:6]1[CH:30]=[CH:29][C:28]([O:31][CH2:32][C@H:33]2[CH2:38][CH2:37][CH2:36][N:35]([CH:2]([CH3:4])[CH3:3])[CH2:34]2)=[CH:27][C:7]=1[C:8]([NH:10][C:11](=[O:26])[NH:12][C:13]1[S:14][C:15]2[CH:21]=[C:20]([S:22]([CH3:25])(=[O:24])=[O:23])[CH:19]=[CH:18][C:16]=2[N:17]=1)=[O:9]. (4) Given the reactants [F:1][C:2]1[CH:3]=[C:4]([CH:26]=[CH:27][C:28]=1[F:29])[CH2:5][C:6]1[S:7][C:8]2[C:14]([C:15]3[CH:16]=[C:17]([CH:23]=[CH:24][CH:25]=3)[C:18]([O:20]CC)=[O:19])=[CH:13][CH:12]=[CH:11][C:9]=2[CH:10]=1.[F:30][C:31]1[CH:32]=[C:33]([CH:53]=[CH:54][C:55]=1[F:56])[CH2:34][C:35]1[S:36][C:37]2[C:43]([C:44]3[CH:45]=[C:46]([CH:50]=[CH:51][CH:52]=3)[C:47](O)=[O:48])=[CH:42][CH:41]=[CH:40][C:38]=2[CH:39]=1.[CH3:57][O:58][CH2:59][CH2:60][NH2:61], predict the reaction product. The product is: [F:1][C:2]1[CH:3]=[C:4]([CH:26]=[CH:27][C:28]=1[F:29])[CH2:5][C:6]1[S:7][C:8]2[C:14]([C:15]3[CH:16]=[C:17]([CH:23]=[CH:24][CH:25]=3)[C:18]([OH:20])=[O:19])=[CH:13][CH:12]=[CH:11][C:9]=2[CH:10]=1.[F:30][C:31]1[CH:32]=[C:33]([CH:53]=[CH:54][C:55]=1[F:56])[CH2:34][C:35]1[S:36][C:37]2[C:43]([C:44]3[CH:45]=[C:46]([CH:50]=[CH:51][CH:52]=3)[C:47]([NH:61][CH2:60][CH2:59][O:58][CH3:57])=[O:48])=[CH:42][CH:41]=[CH:40][C:38]=2[CH:39]=1. (5) The product is: [Cl:1][C:2]1[CH:7]=[CH:6][C:5]([C:8]2[S:9][C:10]([C:19]([C:21]3[O:22][CH:23]=[CH:24][CH:25]=3)=[O:20])=[CH:11][C:12]=2[CH2:13][C:14]([O:16][CH:17]([CH3:26])[CH3:18])=[O:15])=[CH:4][CH:3]=1. Given the reactants [Cl:1][C:2]1[CH:7]=[CH:6][C:5]([C:8]2[S:9][C:10]([C:19]([C:21]3[O:22][CH:23]=[CH:24][CH:25]=3)=[O:20])=[CH:11][C:12]=2[CH2:13][C:14]([O:16][CH2:17][CH3:18])=[O:15])=[CH:4][CH:3]=1.[CH3:26]C(O)C.S(=O)(=O)(O)O, predict the reaction product. (6) Given the reactants [F:1][C:2]1[CH:29]=[CH:28][CH:27]=[C:26]([F:30])[C:3]=1[C:4]([NH:6][C:7](=[O:25])[N:8]([CH3:24])[C:9]1[CH:14]=[CH:13][C:12]([S:15][C:16]([F:22])([F:21])[C:17]([F:20])([F:19])[F:18])=[CH:11][C:10]=1[CH3:23])=[O:5].[H-].[Na+].[CH3:33]I.[Cl-].[NH4+], predict the reaction product. The product is: [F:1][C:2]1[CH:29]=[CH:28][CH:27]=[C:26]([F:30])[C:3]=1[C:4]([N:6]([CH3:33])[C:7]([N:8]([CH3:24])[C:9]1[CH:14]=[CH:13][C:12]([S:15][C:16]([F:21])([F:22])[C:17]([F:19])([F:20])[F:18])=[CH:11][C:10]=1[CH3:23])=[O:25])=[O:5].